This data is from Full USPTO retrosynthesis dataset with 1.9M reactions from patents (1976-2016). The task is: Predict the reactants needed to synthesize the given product. (1) Given the product [CH2:21]([NH+:8]([CH2:7][CH3:15])[CH2:9][CH3:10])[CH3:22].[NH2:1][C:2]1[C:3]([Cl:19])=[C:4]2[C:9](=[CH:10][C:11]=1[C:12]([O-:14])=[O:13])[N:8]=[C:7]([C:15]([F:18])([F:16])[F:17])[CH:6]=[CH:5]2, predict the reactants needed to synthesize it. The reactants are: [NH2:1][C:2]1[CH:3]=[C:4]2[C:9](=[CH:10][C:11]=1[C:12]([OH:14])=[O:13])[N:8]=[C:7]([C:15]([F:18])([F:17])[F:16])[CH:6]=[CH:5]2.[Cl:19]N[C:21](=O)[CH2:22]CC(N)=O. (2) Given the product [CH3:1][C@H:2]1[CH2:7][CH2:6][C@H:5]([C:8]([Cl:14])=[O:10])[CH2:4][CH2:3]1, predict the reactants needed to synthesize it. The reactants are: [CH3:1][C@H:2]1[CH2:7][CH2:6][C@H:5]([C:8]([OH:10])=O)[CH2:4][CH2:3]1.C(Cl)(=O)C([Cl:14])=O. (3) Given the product [O:27]1[CH2:28][CH2:29][CH2:30][CH2:31][CH:26]1[O:25][CH2:24][CH2:23][CH2:22][CH2:21][CH2:20][CH2:19][O:1][C:2]1[CH:3]=[C:4]([C:8]2[N:13]=[C:12]([C:14]([O:16][CH3:17])=[O:15])[CH:11]=[CH:10][CH:9]=2)[CH:5]=[CH:6][CH:7]=1, predict the reactants needed to synthesize it. The reactants are: [OH:1][C:2]1[CH:3]=[C:4]([C:8]2[N:13]=[C:12]([C:14]([O:16][CH3:17])=[O:15])[CH:11]=[CH:10][CH:9]=2)[CH:5]=[CH:6][CH:7]=1.Br[CH2:19][CH2:20][CH2:21][CH2:22][CH2:23][CH2:24][O:25][CH:26]1[CH2:31][CH2:30][CH2:29][CH2:28][O:27]1.C([O-])([O-])=O.[K+].[K+].